From a dataset of Full USPTO retrosynthesis dataset with 1.9M reactions from patents (1976-2016). Predict the reactants needed to synthesize the given product. (1) Given the product [NH2:17][C:15]1[N:14]([CH2:18][C:19]2[CH:24]=[CH:23][C:22]([O:25][CH2:26][C:27]3[CH:32]=[CH:31][C:30]([O:33][CH3:34])=[CH:29][CH:28]=3)=[C:21]([O:35][CH3:36])[CH:20]=2)[C:11]2=[N:12][CH:13]=[C:8]([C:5]3[CH:4]=[CH:3][C:2]([P:38](=[O:40])([CH3:39])[CH3:37])=[N:7][CH:6]=3)[CH:9]=[C:10]2[N:16]=1, predict the reactants needed to synthesize it. The reactants are: Cl[C:2]1[N:7]=[CH:6][C:5]([C:8]2[CH:9]=[C:10]3[N:16]=[C:15]([NH2:17])[N:14]([CH2:18][C:19]4[CH:24]=[CH:23][C:22]([O:25][CH2:26][C:27]5[CH:32]=[CH:31][C:30]([O:33][CH3:34])=[CH:29][CH:28]=5)=[C:21]([O:35][CH3:36])[CH:20]=4)[C:11]3=[N:12][CH:13]=2)=[CH:4][CH:3]=1.[CH3:37][PH:38](=[O:40])[CH3:39].C1(P(C2C=CC=CC=2)C2C3OC4C(=CC=CC=4P(C4C=CC=CC=4)C4C=CC=CC=4)C(C)(C)C=3C=CC=2)C=CC=CC=1.C(=O)([O-])[O-].[Cs+].[Cs+]. (2) Given the product [Cl:1][C:2]1[CH:33]=[CH:32][C:5]([C:6]([NH:8][C:9]2[CH:14]=[CH:13][C:12]([C@@H:15]([NH:17][C:18]3[C:27]4[C:22](=[CH:23][C:24]([CH:34]=[CH2:35])=[CH:25][CH:26]=4)[N:21]=[C:20]([N:29]([CH3:31])[CH3:30])[N:19]=3)[CH3:16])=[CH:11][CH:10]=2)=[O:7])=[CH:4][N:3]=1, predict the reactants needed to synthesize it. The reactants are: [Cl:1][C:2]1[CH:33]=[CH:32][C:5]([C:6]([NH:8][C:9]2[CH:14]=[CH:13][C:12]([C@@H:15]([NH:17][C:18]3[C:27]4[C:22](=[CH:23][C:24](I)=[CH:25][CH:26]=4)[N:21]=[C:20]([N:29]([CH3:31])[CH3:30])[N:19]=3)[CH3:16])=[CH:11][CH:10]=2)=[O:7])=[CH:4][N:3]=1.[CH2:34]([Sn](CCCC)(CCCC)C=C)[CH2:35]CC. (3) Given the product [CH2:18]([C:15]1[CH:14]=[N:13][C:12]([N:1]2[CH2:6][CH2:5][CH:4]([CH2:7][CH2:8][CH2:9][OH:10])[CH2:3][CH2:2]2)=[N:17][CH:16]=1)[CH3:19], predict the reactants needed to synthesize it. The reactants are: [NH:1]1[CH2:6][CH2:5][CH:4]([CH2:7][CH2:8][CH2:9][OH:10])[CH2:3][CH2:2]1.Cl[C:12]1[N:17]=[CH:16][C:15]([CH2:18][CH3:19])=[CH:14][N:13]=1. (4) Given the product [Br:1][C:2]1[CH:3]=[N:4][N:5]([CH2:9][C:10]2[CH:15]=[CH:14][C:13]([Cl:16])=[CH:12][CH:11]=2)[C:6]=1[CH2:7][N:31]1[CH2:32][CH2:33][CH:28]([C:24]2[CH:23]=[C:22]([NH:21][C:19](=[O:20])[CH:18]([CH3:17])[CH3:34])[CH:27]=[CH:26][CH:25]=2)[CH2:29][CH2:30]1, predict the reactants needed to synthesize it. The reactants are: [Br:1][C:2]1[CH:3]=[N:4][N:5]([CH2:9][C:10]2[CH:15]=[CH:14][C:13]([Cl:16])=[CH:12][CH:11]=2)[C:6]=1[CH:7]=O.[CH3:17][CH:18]([CH3:34])[C:19]([NH:21][C:22]1[CH:27]=[CH:26][CH:25]=[C:24]([CH:28]2[CH2:33][CH2:32][NH:31][CH2:30][CH2:29]2)[CH:23]=1)=[O:20]. (5) The reactants are: [CH2:1]([P:3]([CH2:6][CH:7]([C:9]#[N:10])[CH3:8])(=[O:5])[OH:4])[CH3:2].[CH2:11](O)[CH2:12][CH2:13][CH2:14][OH:15]. Given the product [CH2:1]([P:3]([CH2:6][CH:7]([C:9]#[N:10])[CH3:8])(=[O:4])[O:5][CH2:11][CH2:12][CH2:13][CH2:14][OH:15])[CH3:2], predict the reactants needed to synthesize it. (6) The reactants are: [O:1]1CCO[CH:2]1[CH2:6][N:7]1[C:16]2[C:11](=[CH:12][CH:13]=[C:14]([O:17][CH3:18])[CH:15]=2)[CH:10]=[CH:9][C:8]1=[O:19].FC(F)(F)C(O)=O. Given the product [CH3:18][O:17][C:14]1[CH:15]=[C:16]2[C:11]([CH:10]=[CH:9][C:8](=[O:19])[N:7]2[CH2:6][CH:2]=[O:1])=[CH:12][CH:13]=1, predict the reactants needed to synthesize it.